From a dataset of Forward reaction prediction with 1.9M reactions from USPTO patents (1976-2016). Predict the product of the given reaction. Given the reactants [C:1]([O:5][C:6]([NH:8][CH:9]([CH2:13][C:14]1[C:19]([CH3:20])=[CH:18][C:17]([OH:21])=[CH:16][C:15]=1[CH3:22])[C:10]([OH:12])=[O:11])=[O:7])([CH3:4])([CH3:3])[CH3:2].[OH-].[Na+].[C:25](OC(=O)C)(=[O:27])[CH3:26].Cl, predict the reaction product. The product is: [C:25]([O:21][C:17]1[CH:16]=[C:15]([CH3:22])[C:14]([CH2:13][CH:9]([NH:8][C:6]([O:5][C:1]([CH3:4])([CH3:3])[CH3:2])=[O:7])[C:10]([OH:12])=[O:11])=[C:19]([CH3:20])[CH:18]=1)(=[O:27])[CH3:26].